This data is from Catalyst prediction with 721,799 reactions and 888 catalyst types from USPTO. The task is: Predict which catalyst facilitates the given reaction. (1) Reactant: Cl[C:2]1[C:7]([NH:8][C:9]2[C:18]3[C:13](=[CH:14][C:15]([F:20])=[CH:16][C:17]=3[F:19])[N:12]=[C:11]([C:21]3[CH:26]=[CH:25][CH:24]=[CH:23][N:22]=3)[C:10]=2[CH3:27])=[CH:6][C:5]([N:28]2[CH2:33][CH2:32][O:31][CH2:30][CH2:29]2)=[CH:4][N:3]=1.[F:34][CH:35]([F:52])[O:36][C:37]1[CH:42]=[CH:41][C:40](B2OC(C)(C)C(C)(C)O2)=[CH:39][CH:38]=1.C1(P(C2CCCCC2)C2CCCCC2)CCCCC1.[O-]P([O-])([O-])=O.[K+].[K+].[K+]. Product: [F:34][CH:35]([F:52])[O:36][C:37]1[CH:42]=[CH:41][C:40]([C:2]2[C:7]([NH:8][C:9]3[C:18]4[C:13](=[CH:14][C:15]([F:20])=[CH:16][C:17]=4[F:19])[N:12]=[C:11]([C:21]4[CH:26]=[CH:25][CH:24]=[CH:23][N:22]=4)[C:10]=3[CH3:27])=[CH:6][C:5]([N:28]3[CH2:33][CH2:32][O:31][CH2:30][CH2:29]3)=[CH:4][N:3]=2)=[CH:39][CH:38]=1. The catalyst class is: 552. (2) Reactant: [F:1][C:2]([F:19])([F:18])[C:3]([C:5]1[CH:10]=[CH:9][CH:8]=[C:7]([CH:11]2[CH2:16][CH2:15][NH:14][CH2:13][CH2:12]2)[C:6]=1[F:17])=[O:4].[BH4-].[Na+].C(=O)([O-])[O-].[Na+].[Na+]. Product: [F:19][C:2]([F:1])([F:18])[CH:3]([C:5]1[CH:10]=[CH:9][CH:8]=[C:7]([CH:11]2[CH2:12][CH2:13][NH:14][CH2:15][CH2:16]2)[C:6]=1[F:17])[OH:4]. The catalyst class is: 8. (3) Reactant: C1(C)C=CC(S(O)(=O)=O)=CC=1.[C:12]1([C:18]2([C:24](O)=[O:25])[CH2:23][CH2:22][NH:21][CH2:20][CH2:19]2)[CH:17]=[CH:16][CH:15]=[CH:14][CH:13]=1.[H-].[Al+3].[Li+].[H-].[H-].[H-].[OH-].[Na+].S([O-])([O-])(=O)=O.[Na+].[Na+]. Product: [C:12]1([C:18]2([CH2:24][OH:25])[CH2:19][CH2:20][NH:21][CH2:22][CH2:23]2)[CH:13]=[CH:14][CH:15]=[CH:16][CH:17]=1. The catalyst class is: 30. (4) Reactant: CC[C@@H]1[C@@H]2C[C@H]([C@@H](OC3C4C(=CC=CC=4)C(O[C@@H](C4C=CN=C5C=4C=C(OC)C=C5)[C@@H]4N5C[C@H](CC)[C@@H](CC5)C4)=NN=3)C3C=CN=C4C=3C=C([O:22]C)C=C4)N(CC2)C1.CS(N)(=O)=O.C([Si]([O:71]/[C:72](/[C:75]1[CH:80]=[CH:79][CH:78]=[C:77]([Cl:81])[CH:76]=1)=[CH:73]\[CH3:74])(C)C)(C)(C)C.S([O-])([O-])=O.[Na+].[Na+]. Product: [Cl:81][C:77]1[CH:76]=[C:75]([C:72](=[O:71])[C@H:73]([OH:22])[CH3:74])[CH:80]=[CH:79][CH:78]=1. The catalyst class is: 729. (5) Reactant: [CH:1](N(CC)C(C)C)(C)C.[C:10]([O:14][C:15]([NH:17][C@H:18]([CH2:23][C:24]1[CH:29]=[C:28]([F:30])[C:27]([F:31])=[CH:26][C:25]=1[F:32])[CH2:19][C:20]([OH:22])=O)=[O:16])([CH3:13])([CH3:12])[CH3:11].[CH:33]1[CH:38]=[N:37][C:36]2[N:39](O)[N:40]=[N:41][C:35]=2C=1.CN([C:46]([O:50]N1N=NC2C=CC=NC1=2)=[N+](C)C)C.F[P-](F)(F)(F)(F)F. Product: [C:10]([O:14][C:15]([NH:17][C@H:18]([CH2:23][C:24]1[CH:29]=[C:28]([F:30])[C:27]([F:31])=[CH:26][C:25]=1[F:32])[CH2:19][C:20]([N:41]1[CH2:33][CH2:38][N:37]2[C:1]([O:50][CH3:46])=[N:40][N:39]=[C:36]2[CH2:35]1)=[O:22])=[O:16])([CH3:11])([CH3:12])[CH3:13]. The catalyst class is: 42. (6) Reactant: [H-].[Al+3].[Li+].[H-].[H-].[H-].[F:7][C:8]1[CH:16]=[CH:15][C:14]([CH3:17])=[CH:13][C:9]=1[C:10](O)=[O:11]. Product: [F:7][C:8]1[CH:16]=[CH:15][C:14]([CH3:17])=[CH:13][C:9]=1[CH2:10][OH:11]. The catalyst class is: 116. (7) Reactant: CS(C)=O.[S:5]1[CH:9]=[CH:8][N:7]=[C:6]1[NH:10][C:11](=O)[O:12]C1C=CC=CC=1.[NH2:20][C:21]1[CH:44]=[CH:43][C:24]([O:25][C:26]2[C:35]3[C:30](=[CH:31][C:32]([O:38][CH2:39][CH:40]4[CH2:42][O:41]4)=[C:33]([C:36]#[N:37])[CH:34]=3)[N:29]=[CH:28][CH:27]=2)=[CH:23][C:22]=1[F:45]. Product: [C:36]([C:33]1[CH:34]=[C:35]2[C:30](=[CH:31][C:32]=1[O:38][CH2:39][CH:40]1[CH2:42][O:41]1)[N:29]=[CH:28][CH:27]=[C:26]2[O:25][C:24]1[CH:43]=[CH:44][C:21]([NH:20][C:11]([NH:10][C:6]2[S:5][CH:9]=[CH:8][N:7]=2)=[O:12])=[C:22]([F:45])[CH:23]=1)#[N:37]. The catalyst class is: 6.